From a dataset of Reaction yield outcomes from USPTO patents with 853,638 reactions. Predict the reaction yield, written as a fraction of the theoretical maximum amount of product (1.0 means a 100% yield; for example, 0.34 means a 34% yield). (1) The reactants are C([O:3][C:4]([C:6]1[CH:7]=[C:8]2[C:13](=[CH:14][CH:15]=1)[NH:12][CH:11]([C:16]1[CH:21]=[CH:20][CH:19]=[C:18]([NH:22][C:23]([N:25]3[CH2:30][CH2:29][CH2:28][CH2:27][CH2:26]3)=[O:24])[CH:17]=1)[C:10]([CH3:32])([CH3:31])[CH2:9]2)=[O:5])C.Cl. The catalyst is CO.O1CCCC1.[OH-].[Na+].O. The product is [CH3:31][C:10]1([CH3:32])[CH2:9][C:8]2[C:13](=[CH:14][CH:15]=[C:6]([C:4]([OH:5])=[O:3])[CH:7]=2)[NH:12][CH:11]1[C:16]1[CH:21]=[CH:20][CH:19]=[C:18]([NH:22][C:23]([N:25]2[CH2:30][CH2:29][CH2:28][CH2:27][CH2:26]2)=[O:24])[CH:17]=1. The yield is 0.440. (2) The reactants are Br[CH2:2][C:3]([O:5][CH2:6][CH3:7])=[O:4].[NH2:8][C:9]1[CH:14]=[CH:13][C:12]([CH3:15])=[CH:11][CH:10]=1.C([O-])(=O)C.[Na+]. The catalyst is C(O)C. The product is [C:12]1([CH3:15])[CH:13]=[CH:14][C:9]([NH:8][CH2:2][C:3]([O:5][CH2:6][CH3:7])=[O:4])=[CH:10][CH:11]=1. The yield is 0.500. (3) The reactants are [NH2:1][C:2]1[C:3]([C:9]([NH2:11])=[O:10])=[N:4][C:5](Cl)=[CH:6][CH:7]=1.[F:12][C:13]1[CH:14]=[C:15](B(O)O)[CH:16]=[CH:17][CH:18]=1.NC1C(C(N)=O)=NC(C2C=CC(F)=CC=2)=CC=1. No catalyst specified. The product is [NH2:1][C:2]1[C:3]([C:9]([NH2:11])=[O:10])=[N:4][C:5]([C:17]2[CH:16]=[CH:15][CH:14]=[C:13]([F:12])[CH:18]=2)=[CH:6][CH:7]=1. The yield is 0.920. (4) The reactants are C([BH3-])#N.[Na+].[NH2:5][C:6]1[CH:11]=[CH:10][CH:9]=[CH:8][C:7]=1[C:12]([OH:19])([CH2:16][CH2:17][CH3:18])[CH2:13][CH2:14][CH3:15].[CH3:20][C:21]([NH:26][C:27](=[O:33])[O:28][C:29]([CH3:32])([CH3:31])[CH3:30])([CH3:25])[CH2:22][CH:23]=O. The catalyst is CO.C(O)(=O)C.C(OCC)(=O)C. The product is [OH:19][C:12]([C:7]1[CH:8]=[CH:9][CH:10]=[CH:11][C:6]=1[NH:5][CH2:23][CH2:22][C:21]([NH:26][C:27](=[O:33])[O:28][C:29]([CH3:32])([CH3:31])[CH3:30])([CH3:25])[CH3:20])([CH2:16][CH2:17][CH3:18])[CH2:13][CH2:14][CH3:15]. The yield is 1.00. (5) The reactants are [OH:1][C:2]1[CH:3]=[C:4]([CH:8]=[CH:9][C:10]=1[N+:11]([O-:13])=[O:12])[C:5]([OH:7])=[O:6].CCN(CC)CC.[C:21](O[C:21]([O:23][C:24]([CH3:27])([CH3:26])[CH3:25])=[O:22])([O:23][C:24]([CH3:27])([CH3:26])[CH3:25])=[O:22].C(O)(=O)CC(CC(O)=O)(C(O)=O)O. The catalyst is C1COCC1. The product is [C:24]([O:23][C:21]([O:1][C:2]1[CH:3]=[C:4]([CH:8]=[CH:9][C:10]=1[N+:11]([O-:13])=[O:12])[C:5]([OH:7])=[O:6])=[O:22])([CH3:27])([CH3:26])[CH3:25]. The yield is 0.830. (6) The reactants are [OH:1][CH2:2][C:3]([F:9])([F:8])[S:4]([O-:7])(=[O:6])=[O:5].[Na+].O.[Cl-].[C:13]1([S+:19]([C:26]2[CH:31]=[CH:30][CH:29]=[CH:28][CH:27]=2)[C:20]2[CH:25]=[CH:24][CH:23]=[CH:22][CH:21]=2)[CH:18]=[CH:17][CH:16]=[CH:15][CH:14]=1. The catalyst is C(Cl)(Cl)Cl. The product is [OH:1][CH2:2][C:3]([F:9])([F:8])[S:4]([O-:7])(=[O:6])=[O:5].[C:26]1([S+:19]([C:13]2[CH:14]=[CH:15][CH:16]=[CH:17][CH:18]=2)[C:20]2[CH:25]=[CH:24][CH:23]=[CH:22][CH:21]=2)[CH:27]=[CH:28][CH:29]=[CH:30][CH:31]=1. The yield is 0.970. (7) The reactants are C(O[CH:6](N(C)C)[N:7]([CH3:9])[CH3:8])(C)(C)C.[Cl:13][C:14]1[CH:19]=[CH:18][C:17]([N:20]2[C:29](=[O:30])[C:28]3[C:23](=[CH:24][CH:25]=[CH:26][CH:27]=3)[N:22]=[C:21]2[C:31]2[CH:36]=[CH:35][C:34]([CH3:37])=[C:33]([N+:38]([O-:40])=[O:39])[CH:32]=2)=[CH:16][CH:15]=1. The catalyst is CN(C=O)C. The product is [Cl:13][C:14]1[CH:19]=[CH:18][C:17]([N:20]2[C:29](=[O:30])[C:28]3[C:23](=[CH:24][CH:25]=[CH:26][CH:27]=3)[N:22]=[C:21]2[C:31]2[CH:36]=[CH:35][C:34](/[CH:37]=[CH:6]/[N:7]([CH3:9])[CH3:8])=[C:33]([N+:38]([O-:40])=[O:39])[CH:32]=2)=[CH:16][CH:15]=1. The yield is 1.00.